Task: Regression. Given two drug SMILES strings and cell line genomic features, predict the synergy score measuring deviation from expected non-interaction effect.. Dataset: NCI-60 drug combinations with 297,098 pairs across 59 cell lines (1) Drug 1: C1CCN(CC1)CCOC2=CC=C(C=C2)C(=O)C3=C(SC4=C3C=CC(=C4)O)C5=CC=C(C=C5)O. Drug 2: C1=CC(=C2C(=C1NCCNCCO)C(=O)C3=C(C=CC(=C3C2=O)O)O)NCCNCCO. Cell line: MDA-MB-435. Synergy scores: CSS=28.1, Synergy_ZIP=7.79, Synergy_Bliss=6.23, Synergy_Loewe=-15.2, Synergy_HSA=3.58. (2) Drug 1: CCC1=CC2CC(C3=C(CN(C2)C1)C4=CC=CC=C4N3)(C5=C(C=C6C(=C5)C78CCN9C7C(C=CC9)(C(C(C8N6C)(C(=O)OC)O)OC(=O)C)CC)OC)C(=O)OC.C(C(C(=O)O)O)(C(=O)O)O. Drug 2: C1C(C(OC1N2C=NC3=C2NC=NCC3O)CO)O. Cell line: HOP-62. Synergy scores: CSS=17.9, Synergy_ZIP=-1.77, Synergy_Bliss=2.09, Synergy_Loewe=-13.6, Synergy_HSA=3.12.